From a dataset of Forward reaction prediction with 1.9M reactions from USPTO patents (1976-2016). Predict the product of the given reaction. (1) The product is: [Br:1][C:2]1[CH:10]=[CH:9][C:5]([C:6]([O:8][C:15]([CH3:18])([CH3:17])[CH3:16])=[O:7])=[C:4]([Cl:11])[CH:3]=1. Given the reactants [Br:1][C:2]1[CH:10]=[CH:9][C:5]([C:6]([OH:8])=[O:7])=[C:4]([Cl:11])[CH:3]=1.C(OC(O[C:15]([CH3:18])([CH3:17])[CH3:16])=O)(O[C:15]([CH3:18])([CH3:17])[CH3:16])=O, predict the reaction product. (2) Given the reactants [C:1]([O:5][C:6]1[CH:13]=[CH:12][C:9]([CH:10]=[CH2:11])=[CH:8][CH:7]=1)([CH3:4])([CH3:3])[CH3:2].[CH2:14]([O:16][C:17](=[O:21])[CH:18]=[N+]=[N-])[CH3:15], predict the reaction product. The product is: [CH2:14]([O:16][C:17]([C@H:18]1[CH2:11][C@@H:10]1[C:9]1[CH:12]=[CH:13][C:6]([O:5][C:1]([CH3:2])([CH3:4])[CH3:3])=[CH:7][CH:8]=1)=[O:21])[CH3:15]. (3) Given the reactants ClC(Cl)(Cl)C([C:5]1[NH:6][CH:7]=[CH:8][CH:9]=1)=O.[C:12]([O-:15])([O-])=[O:13].[K+].[K+].[CH3:18]O, predict the reaction product. The product is: [NH:6]1[CH:7]=[CH:8][CH:9]=[C:5]1[C:12]([O:15][CH3:18])=[O:13]. (4) Given the reactants [C:1]1([C:7]2[N:8]=[C:9]([CH2:12][C:13]#[N:14])[S:10][CH:11]=2)[CH:6]=[CH:5][CH:4]=[CH:3][CH:2]=1.[H-].[Na+].Br[CH2:18][CH2:19][O:20][CH2:21][CH2:22]Br, predict the reaction product. The product is: [C:1]1([C:7]2[N:8]=[C:9]([C:12]3([C:13]#[N:14])[CH2:22][CH2:21][O:20][CH2:19][CH2:18]3)[S:10][CH:11]=2)[CH:2]=[CH:3][CH:4]=[CH:5][CH:6]=1. (5) Given the reactants [F:1][C:2]([F:18])([F:17])[C:3]1[CH:4]=[C:5]([CH2:13][C:14](O)=[O:15])[CH:6]=[C:7]([C:9]([F:12])([F:11])[F:10])[CH:8]=1.C(N1C=CN=C1)(N1C=CN=C1)=O.[CH:31]1[CH:36]=[CH:35][C:34]([NH:37][C:38]2[C:43]([NH2:44])=[CH:42][CH:41]=[CH:40][CH:39]=2)=[CH:33][CH:32]=1, predict the reaction product. The product is: [F:1][C:2]([F:17])([F:18])[C:3]1[CH:4]=[C:5]([CH2:13][C:14]([NH:44][C:43]2[CH:42]=[CH:41][CH:40]=[CH:39][C:38]=2[NH:37][C:34]2[CH:33]=[CH:32][CH:31]=[CH:36][CH:35]=2)=[O:15])[CH:6]=[C:7]([C:9]([F:11])([F:12])[F:10])[CH:8]=1. (6) Given the reactants C[O:2][C:3](=[O:19])[CH2:4][CH2:5][C:6]1[CH:11]=[C:10]([CH:12]([CH3:14])[CH3:13])[C:9]([OH:15])=[C:8]([CH:16]([CH3:18])[CH3:17])[CH:7]=1.[Li+].[OH-].O.C1COCC1.O, predict the reaction product. The product is: [OH:15][C:9]1[C:8]([CH:16]([CH3:18])[CH3:17])=[CH:7][C:6]([CH2:5][CH2:4][C:3]([OH:19])=[O:2])=[CH:11][C:10]=1[CH:12]([CH3:14])[CH3:13]. (7) The product is: [N:30]1[NH:29][C:28]([C:32]([O:34][CH2:35][CH3:36])=[O:33])=[C:27]2[C:31]=1[C:23]1[CH:22]=[CH:21][C:38]([C:14]([O:16][CH3:17])=[O:15])=[CH:37][C:24]=1[CH2:25][CH2:26]2. Given the reactants OC1C=C2C(CCC(C(=O)[C:14]([O:16][CH2:17]C)=[O:15])C2=O)=CC=1.O[C:21]1[CH:38]=[CH:37][C:24]2[CH2:25][CH2:26][C:27]3[C:31]([C:23]=2[CH:22]=1)=[N:30][NH:29][C:28]=3[C:32]([O:34][CH2:35][CH3:36])=[O:33].C(CC1C=C2C(=CC=1)C(=O)CCC2)(O)=O, predict the reaction product. (8) Given the reactants C1C2C(CO[C:16]([NH:18][C@@H:19]3[CH:27]4[C:28](=[O:42])[CH2:29][C@H:30]([C:32]([O:34]CC5C=CC=CC=5)=[O:33])[CH2:31][N:25]5[C:26]4=[C:22]([CH:23]=[CH:24]5)[CH2:21][CH2:20]3)=[O:17])C3C(=CC=CC=3)C=2C=CC=1.[CH2:43](NCC)C.ClCCl.[C:51]([NH:54][C@H:55](C(O)=O)[C@H:56]([CH2:58][CH3:59])[CH3:57])(=[O:53])[CH3:52].C(Cl)CCl.[CH:67]1[CH:68]=[CH:69][C:70]2N(O)N=N[C:71]=2[CH:72]=1, predict the reaction product. The product is: [C:51]([NH:54][C@H:55]([C:16]([NH:18][C@@H:19]1[CH:27]2[C:28](=[O:42])[CH2:29][C@H:30]([C:32]([O:34][CH2:43][C:71]3[CH:70]=[CH:69][CH:68]=[CH:67][CH:72]=3)=[O:33])[CH2:31][N:25]3[C:26]2=[C:22]([CH:23]=[CH:24]3)[CH2:21][CH2:20]1)=[O:17])[C@H:56]([CH2:58][CH3:59])[CH3:57])(=[O:53])[CH3:52]. (9) Given the reactants S(Cl)(Cl)=O.[Br:5][C:6]1([N:12]2[C:16]3[CH:17]=[CH:18][C:19]([C:21]([OH:23])=[O:22])=[CH:20][C:15]=3[N:14]=[CH:13]2)[CH:11]=[CH:10][CH:9]=[CH:8][CH2:7]1.[CH3:24]O, predict the reaction product. The product is: [CH3:24][O:22][C:21]([C:19]1[CH:18]=[CH:17][C:16]2[N:12]([C:6]3([Br:5])[CH:7]=[CH:8][CH:9]=[CH:10][CH2:11]3)[CH:13]=[N:14][C:15]=2[CH:20]=1)=[O:23].